Dataset: Retrosynthesis with 50K atom-mapped reactions and 10 reaction types from USPTO. Task: Predict the reactants needed to synthesize the given product. (1) Given the product CCCNC(=O)c1cc2c(-c3ccc(C)cc3C)nc(N)nc2s1, predict the reactants needed to synthesize it. The reactants are: CCCN.Cc1ccc(-c2nc(N)nc3sc(C(=O)O)cc23)c(C)c1. (2) Given the product CCOP(=O)(Cc1cccc([N+](=O)[O-])c1)OCC, predict the reactants needed to synthesize it. The reactants are: CCOP(OCC)OCC.O=[N+]([O-])c1cccc(CBr)c1.